This data is from Forward reaction prediction with 1.9M reactions from USPTO patents (1976-2016). The task is: Predict the product of the given reaction. (1) Given the reactants [O:1]=[C:2]1[CH2:11][C:10]2([CH2:16][CH2:15][N:14](C(OCC3C=CC=CC=3)=O)[CH2:13][CH2:12]2)[C:9]2[C:4](=[CH:5][CH:6]=[CH:7][CH:8]=2)[NH:3]1, predict the reaction product. The product is: [NH:3]1[C:4]2[C:9](=[CH:8][CH:7]=[CH:6][CH:5]=2)[C:10]2([CH2:12][CH2:13][NH:14][CH2:15][CH2:16]2)[CH2:11][C:2]1=[O:1]. (2) Given the reactants Br[C:2]1[CH:3]=[C:4]([N+:11]([O-:13])=[O:12])[CH:5]=[C:6]([N+:8]([O-])=O)[CH:7]=1.[CH3:14][N:15]1[CH:19]=[C:18](B(O)O)[CH:17]=[N:16]1.[C:23]([O-])([O-])=[O:24].[Na+].[Na+], predict the reaction product. The product is: [CH3:14][N:15]1[CH:19]=[C:18]([C:2]2[CH:7]=[C:6]([NH:8][CH:23]=[O:24])[CH:5]=[C:4]([N+:11]([O-:13])=[O:12])[CH:3]=2)[CH:17]=[N:16]1. (3) Given the reactants C(OC([NH:11][C@@H:12]([CH2:59][NH:60][C:61]([O:63][C:64]([CH3:67])([CH3:66])[CH3:65])=[O:62])[C:13]([NH:15][C:16]1[CH:17]=[C:18]([CH:52]=[CH:53][C:54]=1[CH2:55][N:56]([CH3:58])[CH3:57])[C:19]([NH:21][C@H:22]([B:39]1[O:47][CH:46]2[C:41]([CH3:51])([CH:42]3[CH2:48][CH:44]([CH2:45]2)[C:43]3([CH3:50])[CH3:49])[O:40]1)[CH2:23][C:24]1[C:25]([O:37][CH3:38])=[C:26]([CH:34]=[CH:35][CH:36]=1)[C:27]([O:29][C:30]([CH3:33])([CH3:32])[CH3:31])=[O:28])=[O:20])=[O:14])=O)C1C=CC=CC=1, predict the reaction product. The product is: [NH2:11][C@@H:12]([CH2:59][NH:60][C:61]([O:63][C:64]([CH3:67])([CH3:66])[CH3:65])=[O:62])[C:13]([NH:15][C:16]1[CH:17]=[C:18]([CH:52]=[CH:53][C:54]=1[CH2:55][N:56]([CH3:57])[CH3:58])[C:19]([NH:21][C@H:22]([B:39]1[O:47][CH:46]2[C:41]([CH3:51])([CH:42]3[CH2:48][CH:44]([CH2:45]2)[C:43]3([CH3:50])[CH3:49])[O:40]1)[CH2:23][C:24]1[C:25]([O:37][CH3:38])=[C:26]([CH:34]=[CH:35][CH:36]=1)[C:27]([O:29][C:30]([CH3:31])([CH3:32])[CH3:33])=[O:28])=[O:20])=[O:14]. (4) Given the reactants C([O-])([O-])=O.[K+].[K+].C(O/[CH:12]=[CH:13]/[C:14]1[C:19]([CH3:20])=[CH:18][N:17]=[C:16]([Cl:21])[N:15]=1)CCC.[I-].[NH2:23][N+:24]1[CH:29]=[CH:28][CH:27]=[CH:26][CH:25]=1.C(Cl)Cl, predict the reaction product. The product is: [Cl:21][C:16]1[N:15]=[C:14]([C:13]2[CH:12]=[N:23][N:24]3[CH:29]=[CH:28][CH:27]=[CH:26][C:25]=23)[C:19]([CH3:20])=[CH:18][N:17]=1. (5) Given the reactants [N+:1]([C:4]1[CH:5]=[C:6]([C:14]([O:16][CH3:17])=[O:15])[C:7]2[CH2:8][CH2:9][CH2:10][CH2:11][C:12]=2[CH:13]=1)([O-])=O.[N+](C1C2CCCCC=2C(C(OC)=O)=CC=1)([O-])=O, predict the reaction product. The product is: [NH2:1][C:4]1[CH:5]=[C:6]([C:14]([O:16][CH3:17])=[O:15])[C:7]2[CH2:8][CH2:9][CH2:10][CH2:11][C:12]=2[CH:13]=1. (6) Given the reactants [CH3:1][C:2]1[CH:6]=[C:5]([NH2:7])[O:4][N:3]=1.C1N=CN([C:13](N2C=NC=C2)=[O:14])C=1.C[O:21][C:22](=[O:73])[C@@H:23]([NH:40][C:41]([C@@H:43]1[CH2:52][C:51]2[CH:50]=[C:49]3[O:53][CH2:54][C@H:55]([C:57]4[CH:62]=[CH:61][C:60]([O:63][CH2:64][C:65]5[CH:70]=[CH:69][C:68]([Cl:71])=[C:67]([Cl:72])[CH:66]=5)=[CH:59][CH:58]=4)[O:56][C:48]3=[CH:47][C:46]=2[CH2:45][NH:44]1)=[O:42])[CH2:24][C:25]1[CH:30]=[CH:29][C:28]([O:31][C:32]2[CH:37]=[CH:36][N:35]=[C:34]([CH3:38])[C:33]=2[CH3:39])=[CH:27][CH:26]=1, predict the reaction product. The product is: [Cl:72][C:67]1[CH:66]=[C:65]([CH:70]=[CH:69][C:68]=1[Cl:71])[CH2:64][O:63][C:60]1[CH:61]=[CH:62][C:57]([C@H:55]2[CH2:54][O:53][C:49]3=[CH:50][C:51]4[CH2:52][C@@H:43]([C:41]([NH:40][C@@H:23]([CH2:24][C:25]5[CH:26]=[CH:27][C:28]([O:31][C:32]6[CH:37]=[CH:36][N:35]=[C:34]([CH3:38])[C:33]=6[CH3:39])=[CH:29][CH:30]=5)[C:22]([OH:21])=[O:73])=[O:42])[N:44]([C:13](=[O:14])[NH:7][C:5]5[O:4][N:3]=[C:2]([CH3:1])[CH:6]=5)[CH2:45][C:46]=4[CH:47]=[C:48]3[O:56]2)=[CH:58][CH:59]=1. (7) Given the reactants C[O:2][C:3](=[O:28])[C:4]1[CH:9]=[CH:8][C:7]([C@H:10]([C:21]2[CH:26]=[CH:25][CH:24]=[CH:23][C:22]=2[CH3:27])[CH2:11][C:12]([C:14]2[CH:19]=[CH:18][N:17]=[C:16]([CH3:20])[CH:15]=2)=[O:13])=[CH:6][CH:5]=1.[OH-].[Li+].[Cl-].[NH4+].C(OCC)(=O)C, predict the reaction product. The product is: [CH3:20][C:16]1[CH:15]=[C:14]([C:12](=[O:13])[CH2:11][C@H:10]([C:7]2[CH:6]=[CH:5][C:4]([C:3]([OH:28])=[O:2])=[CH:9][CH:8]=2)[C:21]2[CH:26]=[CH:25][CH:24]=[CH:23][C:22]=2[CH3:27])[CH:19]=[CH:18][N:17]=1.